This data is from CYP2C19 inhibition data for predicting drug metabolism from PubChem BioAssay. The task is: Regression/Classification. Given a drug SMILES string, predict its absorption, distribution, metabolism, or excretion properties. Task type varies by dataset: regression for continuous measurements (e.g., permeability, clearance, half-life) or binary classification for categorical outcomes (e.g., BBB penetration, CYP inhibition). Dataset: cyp2c19_veith. (1) The compound is CNC(C)(C)Cc1ccccc1. The result is 0 (non-inhibitor). (2) The drug is COc1ccc(CNc2cc(-c3ccccc3CN(C)C)ncn2)c(OC)c1. The result is 0 (non-inhibitor). (3) The result is 1 (inhibitor). The compound is Cc1cc(NC(=S)NC(=O)CC(C)C)ccc1Br. (4) The compound is Clc1ccc(C=Nc2ccc3c(c2)Cc2ccccc2-3)c(Cl)c1. The result is 0 (non-inhibitor). (5) The compound is CC(=O)N1CCC2(CC1)CCN(c1ncccn1)CC2. The result is 0 (non-inhibitor).